Task: Binary Classification. Given a drug SMILES string, predict its activity (active/inactive) in a high-throughput screening assay against a specified biological target.. Dataset: Cav3 T-type calcium channel HTS with 100,875 compounds (1) The drug is Clc1ncc(C(=O)Nc2scc(n2)CC(OCC)=O)cc1. The result is 0 (inactive). (2) The drug is Clc1cc2=C(/C(=C3\NN(S(=O)(=O)C)C(C3)c3ccc(OC)cc3)C(=O)N=c2cc1)c1ccccc1. The result is 0 (inactive). (3) The drug is S(CC(=O)N1CCN(CC1)C(=O)c1occc1)c1nc2c(cc1CC)cc1OCOc1c2. The result is 0 (inactive).